This data is from Cav3 T-type calcium channel HTS with 100,875 compounds. The task is: Binary Classification. Given a drug SMILES string, predict its activity (active/inactive) in a high-throughput screening assay against a specified biological target. (1) The drug is S(\C(Nc1ccccc1)=C1/C(=O)N(C(=O)N(C1=O)C)C)C. The result is 0 (inactive). (2) The molecule is O=C(N1CCN(CC1)c1ncccn1)C12C(C(CC1)(c1nc3c(nc21)cccc3)C)(C)C. The result is 0 (inactive). (3) The drug is N1(CCCCC1)c1nc(N2CCCCC2)nc(N2CCNCC2)n1. The result is 0 (inactive). (4) The drug is s1c(C=2N=c3c(=C(NN2)c2ccc(OCCC)cc2)cc(OC)cc3)ccc1. The result is 0 (inactive). (5) The drug is O=C(Nc1cc(c(cc1)C)C)c1cc([N+]([O-])=O)c(n2nccc2)cc1. The result is 0 (inactive). (6) The compound is O=C(NC(C)(C)C)c1cc2nnn(c2cc1)C. The result is 0 (inactive). (7) The drug is S(CC(=O)NCC1OCCC1)c1ncnc2c3c(oc12)cccc3. The result is 0 (inactive). (8) The drug is o1nc(c(c1C)C(=O)NCc1ccccc1)C. The result is 0 (inactive). (9) The drug is o1c2c(cc1c1nc(Nc3c(OC)cccc3)nc(n1)N)cccc2. The result is 0 (inactive).